This data is from Catalyst prediction with 721,799 reactions and 888 catalyst types from USPTO. The task is: Predict which catalyst facilitates the given reaction. (1) Reactant: C(O)C.[BH4-].[Na+].[F:6][C:7]1[CH:19]=[C:18]([C:20]2[CH:21]=[N:22][N:23]([CH:25]([CH:31]=[O:32])[C:26](OCC)=[O:27])[CH:24]=2)[C:17]2[C:16]3[C:11](=[CH:12][CH:13]=[CH:14][CH:15]=3)[C:10]([OH:37])([C:33]([F:36])([F:35])[F:34])[C:9]=2[CH:8]=1. Product: [F:6][C:7]1[CH:19]=[C:18]([C:20]2[CH:21]=[N:22][N:23]([CH:25]([CH2:31][OH:32])[CH2:26][OH:27])[CH:24]=2)[C:17]2[C:16]3[C:11](=[CH:12][CH:13]=[CH:14][CH:15]=3)[C:10]([OH:37])([C:33]([F:36])([F:35])[F:34])[C:9]=2[CH:8]=1. The catalyst class is: 7. (2) Reactant: O=[C:2]([C:28]1[CH:33]=[CH:32][CH:31]=[CH:30][CH:29]=1)[C:3]([N:5]([CH2:16][CH2:17][C:18]1[CH:23]=[CH:22][C:21]([C:24]([F:27])([F:26])[F:25])=[CH:20][CH:19]=1)[C:6]1[CH:7]=[N:8][C:9]([C:12]([F:15])([F:14])[F:13])=[CH:10][CH:11]=1)=[O:4].Cl.[NH2:35][OH:36].N1C(C)=CC=CC=1C. Product: [OH:36][N:35]=[C:2]([C:28]1[CH:33]=[CH:32][CH:31]=[CH:30][CH:29]=1)[C:3]([N:5]([CH2:16][CH2:17][C:18]1[CH:23]=[CH:22][C:21]([C:24]([F:25])([F:26])[F:27])=[CH:20][CH:19]=1)[C:6]1[CH:7]=[N:8][C:9]([C:12]([F:15])([F:13])[F:14])=[CH:10][CH:11]=1)=[O:4]. The catalyst class is: 14.